This data is from NCI-60 drug combinations with 297,098 pairs across 59 cell lines. The task is: Regression. Given two drug SMILES strings and cell line genomic features, predict the synergy score measuring deviation from expected non-interaction effect. (1) Drug 1: C1=CC=C(C=C1)NC(=O)CCCCCCC(=O)NO. Drug 2: CS(=O)(=O)OCCCCOS(=O)(=O)C. Cell line: A498. Synergy scores: CSS=3.74, Synergy_ZIP=-4.90, Synergy_Bliss=-6.59, Synergy_Loewe=-4.41, Synergy_HSA=-4.98. (2) Drug 1: C1=CN(C(=O)N=C1N)C2C(C(C(O2)CO)O)O.Cl. Drug 2: CC(C)NC(=O)C1=CC=C(C=C1)CNNC.Cl. Cell line: UACC62. Synergy scores: CSS=17.0, Synergy_ZIP=-4.79, Synergy_Bliss=1.64, Synergy_Loewe=-7.60, Synergy_HSA=1.28.